Dataset: Peptide-MHC class I binding affinity with 185,985 pairs from IEDB/IMGT. Task: Regression. Given a peptide amino acid sequence and an MHC pseudo amino acid sequence, predict their binding affinity value. This is MHC class I binding data. (1) The peptide sequence is LLDCIMYQS. The MHC is HLA-A02:06 with pseudo-sequence HLA-A02:06. The binding affinity (normalized) is 0.252. (2) The binding affinity (normalized) is 0.0847. The MHC is HLA-B51:01 with pseudo-sequence HLA-B51:01. The peptide sequence is EVAEKDAMY.